The task is: Predict the reaction yield, written as a fraction of the theoretical maximum amount of product (1.0 means a 100% yield; for example, 0.34 means a 34% yield).. This data is from Reaction yield outcomes from USPTO patents with 853,638 reactions. The reactants are [Cl:1][C:2]1[C:3]2[C:10](I)=[CH:9][N:8]([CH3:12])[C:4]=2[N:5]=[CH:6][N:7]=1.[C:13]1([C:22]2[CH:27]=[CH:26][CH:25]=[CH:24][CH:23]=2)[CH:18]=[CH:17][CH:16]=[C:15](B(O)O)[CH:14]=1.C([O-])([O-])=O.[Na+].[Na+]. The catalyst is C1COCC1.C1C=CC(P(C2C=CC=CC=2)[C-]2C=CC=C2)=CC=1.C1C=CC(P(C2C=CC=CC=2)[C-]2C=CC=C2)=CC=1.Cl[Pd]Cl.[Fe+2]. The product is [CH3:12][N:8]1[C:4]2[N:5]=[CH:6][N:7]=[C:2]([Cl:1])[C:3]=2[C:10]([C:17]2[CH:18]=[C:13]([C:22]3[CH:27]=[CH:26][CH:25]=[CH:24][CH:23]=3)[CH:14]=[CH:15][CH:16]=2)=[CH:9]1. The yield is 0.280.